This data is from Forward reaction prediction with 1.9M reactions from USPTO patents (1976-2016). The task is: Predict the product of the given reaction. Given the reactants [Cl:1][C:2]1[S:3][C:4]([C:7]([OH:9])=O)=[CH:5][N:6]=1.C(Cl)(=O)C(Cl)=O.Cl.[NH:17]1[CH2:20][CH2:19][CH2:18]1.C(N(CC)CC)C, predict the reaction product. The product is: [N:17]1([C:7]([CH:4]2[S:3][C:2]([Cl:1])=[N:6][CH2:5]2)=[O:9])[CH2:20][CH2:19][CH2:18]1.